From a dataset of Full USPTO retrosynthesis dataset with 1.9M reactions from patents (1976-2016). Predict the reactants needed to synthesize the given product. (1) Given the product [I:1][C:2]1[CH:7]=[N:6][N:5]([C:9]2[CH:14]=[CH:13][CH:12]=[CH:11][CH:10]=2)[C:4](=[O:8])[CH:3]=1, predict the reactants needed to synthesize it. The reactants are: [I:1][C:2]1[CH:7]=[N:6][NH:5][C:4](=[O:8])[CH:3]=1.[C:9]1(B(O)O)[CH:14]=[CH:13][CH:12]=[CH:11][CH:10]=1.N1C=CC=CC=1. (2) Given the product [NH2:23][C:14]1[C:13]2[N:12]=[C:11]([CH2:24][CH2:25][O:26][CH3:27])[N:10]([CH2:9][CH2:8][CH2:7][CH2:6][CH2:5][CH2:4][CH2:3][CH2:2][NH:1][C:35]([NH:34][C:28]3[CH:33]=[CH:32][CH:31]=[CH:30][CH:29]=3)=[O:36])[C:22]=2[C:21]2[CH:20]=[CH:19][CH:18]=[CH:17][C:16]=2[N:15]=1, predict the reactants needed to synthesize it. The reactants are: [NH2:1][CH2:2][CH2:3][CH2:4][CH2:5][CH2:6][CH2:7][CH2:8][CH2:9][N:10]1[C:22]2[C:21]3[CH:20]=[CH:19][CH:18]=[CH:17][C:16]=3[N:15]=[C:14]([NH2:23])[C:13]=2[N:12]=[C:11]1[CH2:24][CH2:25][O:26][CH3:27].[C:28]1([N:34]=[C:35]=[O:36])[CH:33]=[CH:32][CH:31]=[CH:30][CH:29]=1.